From a dataset of Reaction yield outcomes from USPTO patents with 853,638 reactions. Predict the reaction yield, written as a fraction of the theoretical maximum amount of product (1.0 means a 100% yield; for example, 0.34 means a 34% yield). The reactants are [CH3:1][C:2]1[C:3]([C:23](OCC)=[O:24])=[CH:4][N:5]([S:13]([C:16]2[CH:21]=[CH:20][C:19]([CH3:22])=[CH:18][CH:17]=2)(=[O:15])=[O:14])[C:6]=1[C:7]1[CH:12]=[CH:11][CH:10]=[CH:9][CH:8]=1.[H-].C([Al+]CC(C)C)C(C)C.Cl. The catalyst is O1CCCC1.C1(C)C=CC=CC=1. The product is [CH3:1][C:2]1[C:3]([CH:23]=[O:24])=[CH:4][N:5]([S:13]([C:16]2[CH:17]=[CH:18][C:19]([CH3:22])=[CH:20][CH:21]=2)(=[O:15])=[O:14])[C:6]=1[C:7]1[CH:8]=[CH:9][CH:10]=[CH:11][CH:12]=1. The yield is 0.900.